Dataset: Full USPTO retrosynthesis dataset with 1.9M reactions from patents (1976-2016). Task: Predict the reactants needed to synthesize the given product. (1) Given the product [Br:8][C:5]1[CH:4]=[C:3]2[C:2]([N:1]=[C:24]([C:21]3[CH:22]=[CH:23][C:18]([O:17][CH3:16])=[CH:19][CH:20]=3)[C:25](=[O:26])[N:9]2[CH2:10][CH2:11][NH:12][C:13](=[O:15])[CH3:14])=[CH:7][CH:6]=1, predict the reactants needed to synthesize it. The reactants are: [NH2:1][C:2]1[CH:7]=[CH:6][C:5]([Br:8])=[CH:4][C:3]=1[NH:9][CH2:10][CH2:11][NH:12][C:13](=[O:15])[CH3:14].[CH3:16][O:17][C:18]1[CH:23]=[CH:22][C:21]([C:24](=O)[C:25](OCC)=[O:26])=[CH:20][CH:19]=1.C(O)(=O)C. (2) Given the product [C:11]([C:8]1[CH:9]=[CH:10][C:2]([C:28]2[CH2:29][N:30]([C:34]([O:36][C:37]([CH3:40])([CH3:39])[CH3:38])=[O:35])[CH2:31][CH2:32][CH:33]=2)=[C:3]2[C:7]=1[NH:6][C:5]([C:14]1[CH:15]=[N:16][N:17]([CH3:19])[CH:18]=1)=[CH:4]2)(=[O:12])[NH2:13], predict the reactants needed to synthesize it. The reactants are: Br[C:2]1[CH:10]=[CH:9][C:8]([C:11]([NH2:13])=[O:12])=[C:7]2[C:3]=1[CH:4]=[C:5]([C:14]1[CH:15]=[N:16][N:17]([CH3:19])[CH:18]=1)[NH:6]2.CC1(C)C(C)(C)OB([C:28]2[CH2:29][N:30]([C:34]([O:36][C:37]([CH3:40])([CH3:39])[CH3:38])=[O:35])[CH2:31][CH2:32][CH:33]=2)O1.C(Cl)Cl.C(=O)([O-])[O-].[Na+].[Na+]. (3) Given the product [C:33]([C:26]1[C:27]2[C:32](=[CH:31][CH:30]=[CH:29][CH:28]=2)[N:24]([CH2:23][C:22]([N:17]2[CH2:18][C@H:19]([F:21])[CH2:20][C@H:16]2[C:14]([NH:13][CH2:12][C:6]2[CH:5]=[C:4]([CH:9]=[C:8]([Cl:10])[C:7]=2[F:11])[C:3]([OH:37])=[O:2])=[O:15])=[O:36])[CH:25]=1)(=[O:35])[CH3:34], predict the reactants needed to synthesize it. The reactants are: C[O:2][C:3](=[O:37])[C:4]1[CH:9]=[C:8]([Cl:10])[C:7]([F:11])=[C:6]([CH2:12][NH:13][C:14]([C@@H:16]2[CH2:20][C@@H:19]([F:21])[CH2:18][N:17]2[C:22](=[O:36])[CH2:23][N:24]2[C:32]3[C:27](=[CH:28][CH:29]=[CH:30][CH:31]=3)[C:26]([C:33](=[O:35])[CH3:34])=[CH:25]2)=[O:15])[CH:5]=1.O[Li].O. (4) The reactants are: C(Cl)CCl.Cl.[Cl:6][C:7]1[CH:8]=[CH:9][C:10]([N:13]2[CH2:18][CH2:17][CH:16]([C:19]([OH:21])=O)[CH2:15][CH2:14]2)=[N:11][CH:12]=1.C1C=CC2N(O)N=NC=2C=1.Cl.[CH3:33][NH:34][O:35][CH3:36].C(N(CC)CC)C. Given the product [CH3:36][O:35][N:34]([CH3:33])[C:19]([CH:16]1[CH2:15][CH2:14][N:13]([C:10]2[CH:9]=[CH:8][C:7]([Cl:6])=[CH:12][N:11]=2)[CH2:18][CH2:17]1)=[O:21], predict the reactants needed to synthesize it.